From a dataset of Tox21: 12 toxicity assays (nuclear receptors and stress response pathways). Binary classification across 12 toxicity assays. The drug is Nc1ccc(Nc2ccccc2)cc1. It tested positive (active) for: SR-ARE (Antioxidant Response Element (oxidative stress)).